From a dataset of Catalyst prediction with 721,799 reactions and 888 catalyst types from USPTO. Predict which catalyst facilitates the given reaction. (1) Reactant: [CH3:1][C:2]1([C:6]([OH:8])=[O:7])[CH2:5][O:4][CH2:3]1.C([O-])([O-])=O.[K+].[K+].[CH2:15](Br)[C:16]1[CH:21]=[CH:20][CH:19]=[CH:18][CH:17]=1. Product: [CH3:1][C:2]1([C:6]([O:8][CH2:15][C:16]2[CH:21]=[CH:20][CH:19]=[CH:18][CH:17]=2)=[O:7])[CH2:5][O:4][CH2:3]1. The catalyst class is: 23. (2) Reactant: [CH3:1][NH2:2].[NH:3]1[C:11]2[CH:10]=[CH:9][CH:8]=[C:7]([CH:12]=O)[C:6]=2[CH:5]=[CH:4]1.[BH4-].[Na+]. Product: [NH:3]1[C:11]2[C:6](=[C:7]([CH2:12][NH:2][CH3:1])[CH:8]=[CH:9][CH:10]=2)[CH:5]=[CH:4]1. The catalyst class is: 5. (3) Reactant: Cl.[NH2:2][CH:3]1[CH2:8][CH2:7][C:6]([CH3:9])=[CH:5][CH2:4]1.N1C=CC=CC=1.Cl.[N:17]1[CH:22]=[CH:21][C:20]([C:23](Cl)=[O:24])=[CH:19][CH:18]=1.O. Product: [N:17]1[CH:22]=[CH:21][C:20]([C:23]([NH:2][CH:3]2[CH2:8][CH2:7][C:6]([CH3:9])=[CH:5][CH2:4]2)=[O:24])=[CH:19][CH:18]=1. The catalyst class is: 96. (4) Reactant: [C:1]([O:5][C:6](=[O:30])[NH:7][C@H:8]1[CH2:13][CH2:12][CH2:11][N:10]([C:14]2[NH:22][C:21]3[C:20](=[O:23])[N:19]([CH3:24])[C:18](=[O:25])[N:17]([CH3:26])[C:16]=3[C:15]=2[S:27][C:28]#N)[CH2:9]1)([CH3:4])([CH3:3])[CH3:2].[BH4-].[Na+].IC.CC(C)=O. Product: [C:1]([O:5][C:6](=[O:30])[NH:7][C@H:8]1[CH2:13][CH2:12][CH2:11][N:10]([C:14]2[NH:22][C:21]3[C:20](=[O:23])[N:19]([CH3:24])[C:18](=[O:25])[N:17]([CH3:26])[C:16]=3[C:15]=2[S:27][CH3:28])[CH2:9]1)([CH3:4])([CH3:3])[CH3:2]. The catalyst class is: 5. (5) The catalyst class is: 22. Product: [Cl:1][C:2]1[N:3]=[CH:4][C:5]2[N:9]([C:10](=[O:12])[CH3:11])[N:25]=[CH:8][C:6]=2[N:7]=1. Reactant: [Cl:1][C:2]1[N:7]=[C:6]([CH3:8])[C:5]([NH:9][C:10](=[O:12])[CH3:11])=[CH:4][N:3]=1.C([O-])(=O)C.[K+].C(OC(=O)C)(=O)C.[N:25](OCCC(C)C)=O. (6) Reactant: [Cl:1][C:2]1[N:9]=[C:8](Cl)[CH:7]=[CH:6][C:3]=1[C:4]#[N:5].[N:11]1([C:17]([O:19][C:20]([CH3:23])([CH3:22])[CH3:21])=[O:18])[CH2:16][CH2:15][NH:14][CH2:13][CH2:12]1.C([O-])([O-])=O.[K+].[K+]. Product: [Cl:1][C:2]1[N:9]=[C:8]([N:14]2[CH2:13][CH2:12][N:11]([C:17]([O:19][C:20]([CH3:23])([CH3:22])[CH3:21])=[O:18])[CH2:16][CH2:15]2)[CH:7]=[CH:6][C:3]=1[C:4]#[N:5]. The catalyst class is: 8. (7) Reactant: [CH3:1][O:2][C:3]1[CH:34]=[CH:33][C:6]([CH2:7][O:8][C:9]2[CH:14]=[CH:13][C:12]([CH:15]([CH2:29][N+:30]([O-:32])=O)[CH2:16][C:17]([O:19][CH2:20][C:21]3[CH:26]=[CH:25][C:24]([O:27][CH3:28])=[CH:23][CH:22]=3)=[O:18])=[CH:11][CH:10]=2)=[CH:5][CH:4]=1.[CH:35](Br)=[CH2:36].C1(N=C=O)C=CC(N=C=O)=CC=1. Product: [CH3:1][O:2][C:3]1[CH:34]=[CH:33][C:6]([CH2:7][O:8][C:9]2[CH:10]=[CH:11][C:12]([CH:15]([C:29]3[CH:36]=[CH:35][O:32][N:30]=3)[CH2:16][C:17]([O:19][CH2:20][C:21]3[CH:26]=[CH:25][C:24]([O:27][CH3:28])=[CH:23][CH:22]=3)=[O:18])=[CH:13][CH:14]=2)=[CH:5][CH:4]=1. The catalyst class is: 66. (8) Reactant: [NH2:1][C:2]1[CH:7]=[CH:6][C:5]([C:8](=[O:26])[CH2:9][N:10]2[C:14](=[O:15])[C:13]([C:19]3[CH:24]=[CH:23][CH:22]=[CH:21][CH:20]=3)([CH2:16][CH2:17][CH3:18])[N:12]=[C:11]2[CH3:25])=[CH:4][CH:3]=1.[N:27]([C:30]1[C:31]([CH3:36])=[N:32][O:33][C:34]=1[CH3:35])=[C:28]=[O:29]. Product: [CH3:36][C:31]1[C:30]([NH:27][C:28]([NH:1][C:2]2[CH:3]=[CH:4][C:5]([C:8](=[O:26])[CH2:9][N:10]3[C:14](=[O:15])[C:13]([C:19]4[CH:24]=[CH:23][CH:22]=[CH:21][CH:20]=4)([CH2:16][CH2:17][CH3:18])[N:12]=[C:11]3[CH3:25])=[CH:6][CH:7]=2)=[O:29])=[C:34]([CH3:35])[O:33][N:32]=1. The catalyst class is: 4. (9) Reactant: C([O:3][C:4]([C:6]1[S:22][C:9]2=[N:10][C:11]([O:14][CH2:15][C:16]3[CH:21]=[CH:20][CH:19]=[CH:18][CH:17]=3)=[CH:12][CH:13]=[C:8]2[C:7]=1[O:23][CH2:24][C:25]([O:27]C(C)(C)C)=[O:26])=[O:5])C.O.O[Li].O. Product: [CH2:15]([O:14][C:11]1[N:10]=[C:9]2[S:22][C:6]([C:4]([OH:5])=[O:3])=[C:7]([O:23][CH2:24][C:25]([OH:27])=[O:26])[C:8]2=[CH:13][CH:12]=1)[C:16]1[CH:17]=[CH:18][CH:19]=[CH:20][CH:21]=1. The catalyst class is: 1.